Dataset: Forward reaction prediction with 1.9M reactions from USPTO patents (1976-2016). Task: Predict the product of the given reaction. (1) Given the reactants [F:1][C:2]([F:27])([F:26])[C:3]1[CH:4]=[CH:5][C:6]([O:9][C:10]2[CH:15]=[CH:14][C:13]([O:16][C:17]([N:19]3[CH2:24][CH2:23][CH:22](O)[CH2:21][CH2:20]3)=[O:18])=[CH:12][CH:11]=2)=[N:7][CH:8]=1.[N:28]1[CH:33]=[CH:32][C:31]([C:34]2[NH:38][N:37]=[C:36]([SH:39])[N:35]=2)=[CH:30][CH:29]=1.C(OCC)(=O)C.Cl, predict the reaction product. The product is: [F:27][C:2]([F:26])([F:1])[C:3]1[CH:4]=[CH:5][C:6]([O:9][C:10]2[CH:15]=[CH:14][C:13]([O:16][C:17]([N:19]3[CH2:20][CH2:21][CH:22]([S:39][C:36]4[N:35]=[C:34]([C:31]5[CH:32]=[CH:33][N:28]=[CH:29][CH:30]=5)[NH:38][N:37]=4)[CH2:23][CH2:24]3)=[O:18])=[CH:12][CH:11]=2)=[N:7][CH:8]=1. (2) Given the reactants [F:1][C:2]1[CH:7]=[CH:6][C:5]([CH2:8][CH2:9][CH2:10][O:11]C2CCCCO2)=[CH:4][C:3]=1[CH3:18].O.C1(C)C=CC(S(O)(=O)=O)=CC=1.C(=O)([O-])O.[Na+], predict the reaction product. The product is: [F:1][C:2]1[CH:7]=[CH:6][C:5]([CH2:8][CH2:9][CH2:10][OH:11])=[CH:4][C:3]=1[CH3:18]. (3) Given the reactants [CH:1]1([C:4]2[CH:5]=[CH:6][C:7]([C:17]([OH:19])=O)=[N:8][C:9]=2[O:10][CH2:11][CH:12]2[CH2:16][CH2:15][CH2:14][O:13]2)[CH2:3][CH2:2]1.[CH3:20][NH:21][C:22]([CH3:25])([CH3:24])[CH3:23].CN(C(ON1N=NC2C=CC=CC1=2)=[N+](C)C)C.[B-](F)(F)(F)F.CCN(C(C)C)C(C)C, predict the reaction product. The product is: [C:22]([N:21]([CH3:20])[C:17]([C:7]1[CH:6]=[CH:5][C:4]([CH:1]2[CH2:2][CH2:3]2)=[C:9]([O:10][CH2:11][CH:12]2[CH2:16][CH2:15][CH2:14][O:13]2)[N:8]=1)=[O:19])([CH3:25])([CH3:24])[CH3:23]. (4) Given the reactants Cl[C:2]1[N:3]=[N:4][C:5]([CH3:8])=[CH:6][CH:7]=1.[C:9]([C:11]1[CH:16]=[CH:15]C(OB(O)O)=[CH:13][CH:12]=1)#[N:10].[C:21](=O)([O-])[O-].[Na+].[Na+], predict the reaction product. The product is: [CH3:21][C:2]1[N:3]=[N:4][C:5]([C:8]2[CH:15]=[CH:16][C:11]([C:9]#[N:10])=[CH:12][CH:13]=2)=[CH:6][CH:7]=1. (5) Given the reactants [C:1]([N:4]1[C:13]2[C:8](=[CH:9][C:10]([C:14]3[CH:15]=[C:16]([CH:20]=[CH:21][CH:22]=3)[C:17]([OH:19])=O)=[CH:11][CH:12]=2)[C@H:7]([NH:23][C:24]2[CH:25]=[N:26][CH:27]=[CH:28][CH:29]=2)[CH2:6][C@@H:5]1[CH3:30])(=[O:3])[CH3:2].F[P-](F)(F)(F)(F)F.N1(OC(N(C)C)=[N+](C)C)[C:42]2[N:43]=[CH:44]C=CC=2N=N1.C(N(CC)C(C)C)(C)C.CNC, predict the reaction product. The product is: [C:1]([N:4]1[C:13]2[C:8](=[CH:9][C:10]([C:14]3[CH:15]=[C:16]([CH:20]=[CH:21][CH:22]=3)[C:17]([N:43]([CH3:44])[CH3:42])=[O:19])=[CH:11][CH:12]=2)[C@H:7]([NH:23][C:24]2[CH:25]=[N:26][CH:27]=[CH:28][CH:29]=2)[CH2:6][C@@H:5]1[CH3:30])(=[O:3])[CH3:2]. (6) The product is: [CH2:1]([O:8][C:9]([NH:11][C@H:12]([C:21]([O:23][C:24]([CH3:27])([CH3:26])[CH3:25])=[O:22])[CH2:13][C:14]1[CH:15]=[N:16][C:17](/[CH:69]=[CH:70]/[CH2:71][C:72]2[CH:77]=[CH:76][CH:75]=[C:74]([N:78]([C:50]([O:53][C:29]([CH3:34])([CH3:30])[CH3:28])=[O:52])[CH3:79])[N:73]=2)=[CH:18][CH:19]=1)=[O:10])[C:2]1[CH:7]=[CH:6][CH:5]=[CH:4][CH:3]=1. Given the reactants [CH2:1]([O:8][C:9]([NH:11][C@H:12]([C:21]([O:23][C:24]([CH3:27])([CH3:26])[CH3:25])=[O:22])[CH2:13][C:14]1[CH:15]=[N:16][C:17](Br)=[CH:18][CH:19]=1)=[O:10])[C:2]1[CH:7]=[CH:6][CH:5]=[CH:4][CH:3]=1.[CH3:28][C:29]1[C:34](P([C:34]2[C:29]([CH3:28])=[CH:30]C=CC=2)[C:34]2[C:29]([CH3:28])=[CH:30]C=CC=2)=CC=C[CH:30]=1.[C:50]([O-:53])(=[O:52])C.[Na+].ClC1C=CC=C(Cl)C=1C(N[C@H](C(O)=O)CC1C=CC([CH2:69][CH2:70][CH2:71][C:72]2[CH:77]=[CH:76][CH:75]=[C:74]([NH:78][CH3:79])[N:73]=2)=CC=1)=O, predict the reaction product.